From a dataset of Forward reaction prediction with 1.9M reactions from USPTO patents (1976-2016). Predict the product of the given reaction. (1) Given the reactants [Br:1][C:2]1[CH:3]=[C:4]2[C:9](=[CH:10][CH:11]=1)[N:8]=[C:7]([NH:12][C:13]1[CH:18]=[C:17]([O:19][C@H:20]3[CH2:24][CH2:23][NH:22][CH2:21]3)[CH:16]=[C:15]([C:25]3[CH:26]=[N:27][N:28]([CH3:30])[CH:29]=3)[CH:14]=1)[N:6]=[CH:5]2.C=O.O.[C:34](O)(=O)C.C(O[BH-](OC(=O)C)OC(=O)C)(=O)C.[Na+], predict the reaction product. The product is: [Br:1][C:2]1[CH:3]=[C:4]2[C:9](=[CH:10][CH:11]=1)[N:8]=[C:7]([NH:12][C:13]1[CH:18]=[C:17]([O:19][C@H:20]3[CH2:24][CH2:23][N:22]([CH3:34])[CH2:21]3)[CH:16]=[C:15]([C:25]3[CH:26]=[N:27][N:28]([CH3:30])[CH:29]=3)[CH:14]=1)[N:6]=[CH:5]2. (2) Given the reactants S(=O)(=O)(O)[OH:2].[C:6]([C:8]1[C:13]([CH3:14])=[CH:12][C:11]([N+:15]([O-:17])=[O:16])=[CH:10][N:9]=1)#N.[CH2:18]([OH:20])[CH3:19], predict the reaction product. The product is: [CH3:14][C:13]1[C:8]([C:6]([O:20][CH2:18][CH3:19])=[O:2])=[N:9][CH:10]=[C:11]([N+:15]([O-:17])=[O:16])[CH:12]=1. (3) Given the reactants Br[C:2]1[CH:11]=[CH:10][C:9]2[C:4](=[CH:5][CH:6]=[C:7]([O:12][CH2:13][CH3:14])[CH:8]=2)[CH:3]=1.[Mg].[CH:16]([C:18]1[N:19]=[CH:20][N:21]([C:23]([C:36]2[CH:41]=[CH:40][CH:39]=[CH:38][CH:37]=2)([C:30]2[CH:35]=[CH:34][CH:33]=[CH:32][CH:31]=2)[C:24]2[CH:29]=[CH:28][CH:27]=[CH:26][CH:25]=2)[CH:22]=1)=[O:17].[Cl-].[NH4+], predict the reaction product. The product is: [CH2:13]([O:12][C:7]1[CH:8]=[C:9]2[C:4](=[CH:5][CH:6]=1)[CH:3]=[C:2]([CH:16]([C:18]1[N:19]=[CH:20][N:21]([C:23]([C:24]3[CH:29]=[CH:28][CH:27]=[CH:26][CH:25]=3)([C:30]3[CH:31]=[CH:32][CH:33]=[CH:34][CH:35]=3)[C:36]3[CH:41]=[CH:40][CH:39]=[CH:38][CH:37]=3)[CH:22]=1)[OH:17])[CH:11]=[CH:10]2)[CH3:14]. (4) Given the reactants [Br:1][C:2]1[C:11]2[C:6](=[CH:7][CH:8]=[CH:9][CH:10]=2)[C:5]([S:12]([NH:15][C:16]2([C:19]#[N:20])[CH2:18][CH2:17]2)(=[O:14])=[O:13])=[CH:4][CH:3]=1.[OH-:21].[Na+].OO, predict the reaction product. The product is: [Br:1][C:2]1[C:11]2[C:6](=[CH:7][CH:8]=[CH:9][CH:10]=2)[C:5]([S:12]([NH:15][C:16]2([C:19]([NH2:20])=[O:21])[CH2:17][CH2:18]2)(=[O:13])=[O:14])=[CH:4][CH:3]=1. (5) Given the reactants Br[C:2]1[CH:3]=[CH:4][C:5]([C:8]2[CH2:12][C@@H:11]([CH2:13][OH:14])[O:10][N:9]=2)=[N:6][CH:7]=1.[F:15][C:16]1[CH:17]=[C:18]([N:31]2[CH2:35][C@H:34]([CH2:36][N:37]3[CH:41]=[CH:40][N:39]=[N:38]3)[O:33][C:32]2=[O:42])[CH:19]=[CH:20][C:21]=1B1OC(C)(C)C(C)(C)O1.[C:43](=O)([O-])[O-].[K+].[K+], predict the reaction product. The product is: [F:15][C:16]1[CH:17]=[C:18]([N:31]2[CH2:35][C@H:34]([CH2:36][N:37]3[CH:41]=[CH:40][N:39]=[N:38]3)[O:33][C:32]2=[O:42])[CH:19]=[CH:20][C:21]=1[C:2]1[CH:7]=[N:6][C:5]([C:8]2[CH2:12][C@@H:11]([CH2:13][O:14][CH3:43])[O:10][N:9]=2)=[CH:4][CH:3]=1. (6) The product is: [Cl:1][C:2]1[CH:3]=[C:4]2[C:8](=[CH:9][CH:10]=1)[N:7]([S:44]([C:41]1[CH:42]=[CH:43][C:38]([O:37][CH3:36])=[CH:39][C:40]=1[O:48][C:49]([F:50])([F:51])[F:52])(=[O:46])=[O:45])[C:6](=[O:11])[C:5]2([N:21]1[CH2:30][C@H:29]([O:31][CH2:32][CH2:33][CH2:34][OH:35])[CH2:28][C@H:22]1[C:23]([N:25]([CH3:27])[CH3:26])=[O:24])[C:12]1[CH:17]=[C:16]([CH3:18])[CH:15]=[CH:14][C:13]=1[O:19][CH3:20]. Given the reactants [Cl:1][C:2]1[CH:3]=[C:4]2[C:8](=[CH:9][CH:10]=1)[NH:7][C:6](=[O:11])[C:5]2([N:21]1[CH2:30][C@H:29]([O:31][CH2:32][CH2:33][CH2:34][OH:35])[CH2:28][C@H:22]1[C:23]([N:25]([CH3:27])[CH3:26])=[O:24])[C:12]1[CH:17]=[C:16]([CH3:18])[CH:15]=[CH:14][C:13]=1[O:19][CH3:20].[CH3:36][O:37][C:38]1[CH:43]=[CH:42][C:41]([S:44](Cl)(=[O:46])=[O:45])=[C:40]([O:48][C:49]([F:52])([F:51])[F:50])[CH:39]=1, predict the reaction product. (7) Given the reactants [CH3:1][O:2][C:3]1[CH:4]=[C:5]2[C:10](=[CH:11][C:12]=1[O:13][CH3:14])[N:9]=[CH:8][CH:7]=[C:6]2[O:15][C:16]1[CH:22]=[CH:21][C:19]([NH2:20])=[C:18]([CH3:23])[C:17]=1[CH3:24].Cl[C:26](Cl)([O:28][C:29](=[O:35])OC(Cl)(Cl)Cl)Cl.[CH3:37][C:38]1[CH:43]=[CH:42][C:41](CO)=[CH:40][CH:39]=1.C(=O)(O)[O-].[Na+], predict the reaction product. The product is: [CH3:1][O:2][C:3]1[CH:4]=[C:5]2[C:10](=[CH:11][C:12]=1[O:13][CH3:14])[N:9]=[CH:8][CH:7]=[C:6]2[O:15][C:16]1[CH:22]=[CH:21][C:19]([NH:20][C:29](=[O:35])[O:28][CH2:26][C:41]2[CH:42]=[CH:43][C:38]([CH3:37])=[CH:39][CH:40]=2)=[C:18]([CH3:23])[C:17]=1[CH3:24]. (8) Given the reactants [CH3:1][O:2][C:3]1[CH:37]=[C:36]([O:38][CH3:39])[CH:35]=[CH:34][C:4]=1[CH2:5][N:6]1[C:26]2[C:15]3=[CH:16][C:17]4[CH:18]=[C:19]([CH2:24][OH:25])[N:20]([CH3:23])[C:21]=4[CH:22]=[C:14]3[C:13]([CH3:27])=[CH:12][CH2:11][C:10]=2[C:9]([OH:28])=[C:8]([C:29]([O:31]C)=[O:30])[C:7]1=[O:33].[Li+].[I-].Cl, predict the reaction product. The product is: [CH3:1][O:2][C:3]1[CH:37]=[C:36]([O:38][CH3:39])[CH:35]=[CH:34][C:4]=1[CH2:5][N:6]1[C:26]2[C:15]3=[CH:16][C:17]4[CH:18]=[C:19]([CH2:24][OH:25])[N:20]([CH3:23])[C:21]=4[CH:22]=[C:14]3[C:13]([CH3:27])=[CH:12][CH2:11][C:10]=2[C:9]([OH:28])=[C:8]([C:29]([OH:31])=[O:30])[C:7]1=[O:33]. (9) Given the reactants [Br:1][CH2:2][C:3]([C:5]1[CH:10]=[CH:9][C:8]([Br:11])=[CH:7][CH:6]=1)=O.[CH3:12][C:13]1[C:14]([NH2:19])=[N:15][CH:16]=[CH:17][CH:18]=1.Br, predict the reaction product. The product is: [BrH:1].[Br:11][C:8]1[CH:9]=[CH:10][C:5]([C:3]2[N:19]=[C:14]3[C:13]([CH3:12])=[CH:18][CH:17]=[CH:16][N:15]3[CH:2]=2)=[CH:6][CH:7]=1.